Dataset: Full USPTO retrosynthesis dataset with 1.9M reactions from patents (1976-2016). Task: Predict the reactants needed to synthesize the given product. (1) Given the product [C:1]([O:5][C:6]([N:8]1[CH2:13][CH2:12][C:11]([F:28])([C:15]2[CH:20]=[CH:19][CH:18]=[CH:17][C:16]=2[F:21])[CH2:10][CH2:9]1)=[O:7])([CH3:4])([CH3:3])[CH3:2], predict the reactants needed to synthesize it. The reactants are: [C:1]([O:5][C:6]([N:8]1[CH2:13][CH2:12][C:11]([C:15]2[CH:20]=[CH:19][CH:18]=[CH:17][C:16]=2[F:21])(O)[CH2:10][CH2:9]1)=[O:7])([CH3:4])([CH3:3])[CH3:2].C(N(S(F)(F)[F:28])CC)C. (2) Given the product [CH3:1][C:2]1[N:7]=[CH:6][C:5]([CH2:8][OH:9])=[CH:4][N:3]=1, predict the reactants needed to synthesize it. The reactants are: [CH3:1][C:2]1[N:7]=[CH:6][C:5]([CH:8]=[O:9])=[CH:4][N:3]=1.[BH4-].[Na+].O. (3) Given the product [F:17][C:4]1[CH:5]=[C:6]([B:8]2[O:12][C:11]([CH3:13])([CH3:14])[C:10]([CH3:16])([CH3:15])[O:9]2)[CH:7]=[C:2]([F:1])[C:3]=1[O:18][CH2:20][CH2:21][CH2:22][CH2:23][C:24]([O:26][CH2:27][CH3:28])=[O:25], predict the reactants needed to synthesize it. The reactants are: [F:1][C:2]1[CH:7]=[C:6]([B:8]2[O:12][C:11]([CH3:14])([CH3:13])[C:10]([CH3:16])([CH3:15])[O:9]2)[CH:5]=[C:4]([F:17])[C:3]=1[OH:18].Br[CH2:20][CH2:21][CH2:22][CH2:23][C:24]([O:26][CH2:27][CH3:28])=[O:25].C([O-])([O-])=O.[Cs+].[Cs+]. (4) Given the product [CH2:19]([O:26][C:27]1[C:28]([CH3:36])=[C:29]([CH3:35])[C:30]([NH:34][C:14](=[O:15])[C:13]2[CH:17]=[CH:18][C:10]([O:9][CH3:8])=[CH:11][CH:12]=2)=[N:31][C:32]=1[CH3:33])[C:20]1[CH:21]=[CH:22][CH:23]=[CH:24][CH:25]=1, predict the reactants needed to synthesize it. The reactants are: C(N(CC)CC)C.[CH3:8][O:9][C:10]1[CH:18]=[CH:17][C:13]([C:14](Cl)=[O:15])=[CH:12][CH:11]=1.[CH2:19]([O:26][C:27]1[C:28]([CH3:36])=[C:29]([CH3:35])[C:30]([NH2:34])=[N:31][C:32]=1[CH3:33])[C:20]1[CH:25]=[CH:24][CH:23]=[CH:22][CH:21]=1. (5) Given the product [CH3:26][N:16]([CH:13]1[CH2:14][CH2:15][N:10]([C:7]2[CH:6]=[CH:5][C:4]([N+:1]([O-:3])=[O:2])=[CH:9][CH:8]=2)[CH2:11][CH2:12]1)[C:17](=[O:23])[O:18][C:19]([CH3:20])([CH3:22])[CH3:21], predict the reactants needed to synthesize it. The reactants are: [N+:1]([C:4]1[CH:9]=[CH:8][C:7]([N:10]2[CH2:15][CH2:14][CH:13]([NH:16][C:17](=[O:23])[O:18][C:19]([CH3:22])([CH3:21])[CH3:20])[CH2:12][CH2:11]2)=[CH:6][CH:5]=1)([O-:3])=[O:2].[H-].[Na+].[CH3:26]I.[NH4+].[Cl-]. (6) Given the product [CH2:1]([O:3][C:4](=[O:8])[C:5]([N:13]1[CH2:14][CH2:15][N:10]([C:16](=[O:17])[C:23]2[CH:27]=[C:19]([F:18])[CH:20]=[CH:21][C:22]=2[C:28]([F:29])([F:30])[F:31])[CH2:11][CH2:12]1)=[O:6])[CH3:2], predict the reactants needed to synthesize it. The reactants are: [CH2:1]([O:3][C:4](=[O:8])[C:5](Cl)=[O:6])[CH3:2].Cl.[N:10]1([CH:16]=[O:17])[CH2:15][CH2:14][NH:13][CH2:12][CH2:11]1.[F:18][C:19]1[CH:20]=[CH:21][C:22]([C:28]([F:31])([F:30])[F:29])=[C:23]([CH:27]=1)C(O)=O.CCN(CC)CC. (7) Given the product [NH2:1][C:2]1[C:7]([F:8])=[C:6]([C:17]2[CH:18]=[CH:19][C:20]([C:21]([F:23])([F:24])[F:22])=[C:15]([F:14])[CH:16]=2)[N:5]=[C:4]([C:10]([O:12][CH3:13])=[O:11])[CH:3]=1, predict the reactants needed to synthesize it. The reactants are: [NH2:1][C:2]1[C:7]([F:8])=[C:6](Cl)[N:5]=[C:4]([C:10]([O:12][CH3:13])=[O:11])[CH:3]=1.[F:14][C:15]1[CH:16]=[C:17](B2OC(C)(C)C(C)(C)O2)[CH:18]=[CH:19][C:20]=1[C:21]([F:24])([F:23])[F:22].[F-].[K+].CC#N. (8) Given the product [C:36]([OH:38])([C:35]([F:40])([F:39])[F:34])=[O:37].[CH3:35][CH2:20][CH2:14][CH2:13][CH2:12][CH2:16][CH2:17][CH2:18][CH2:19][CH2:11][CH2:10][CH2:9][NH2:8], predict the reactants needed to synthesize it. The reactants are: C(OC([N:8]1[C:19]2[C:11](=[C:12]3[C:16](=[CH:17][CH:18]=2)N[CH:14]([C:20](OCCC2C=CC([N+]([O-])=O)=CC=2)=O)[CH2:13]3)[CH:10]=[CH:9]1)=O)(C)(C)C.[F:34][C:35]([F:40])([F:39])[C:36]([OH:38])=[O:37]. (9) Given the product [Cl:21][C:5]1[C:6]([NH:8][C:9]2[CH:14]=[CH:13][CH:12]=[CH:11][C:10]=2[C:15]2[N:16]([CH3:20])[CH:17]=[CH:18][N:19]=2)=[N:7][C:2]([NH:22][C:23]2[CH:36]=[CH:35][C:26]3[NH:27][C:28](=[O:34])[CH2:29][CH2:30][C:31]([CH3:33])([CH3:32])[C:25]=3[CH:24]=2)=[N:3][CH:4]=1, predict the reactants needed to synthesize it. The reactants are: Cl[C:2]1[N:7]=[C:6]([NH:8][C:9]2[CH:14]=[CH:13][CH:12]=[CH:11][C:10]=2[C:15]2[N:16]([CH3:20])[CH:17]=[CH:18][N:19]=2)[C:5]([Cl:21])=[CH:4][N:3]=1.[NH2:22][C:23]1[CH:36]=[CH:35][C:26]2[NH:27][C:28](=[O:34])[CH2:29][CH2:30][C:31]([CH3:33])([CH3:32])[C:25]=2[CH:24]=1.Cl.